This data is from Full USPTO retrosynthesis dataset with 1.9M reactions from patents (1976-2016). The task is: Predict the reactants needed to synthesize the given product. (1) Given the product [C:25]([O:24][C:22]([NH:1][CH2:2][CH2:3][CH:4]1[C:8]2[C:9]3[N:10]([N:13]=[C:14]([CH3:21])[C:15]=3[C:16]([O:18][CH2:19][CH3:20])=[O:17])[CH:11]=[CH:12][C:7]=2[CH2:6][CH2:5]1)=[O:23])([CH3:28])([CH3:27])[CH3:26], predict the reactants needed to synthesize it. The reactants are: [NH2:1][CH2:2][CH2:3][CH:4]1[C:8]2[C:9]3[N:10]([N:13]=[C:14]([CH3:21])[C:15]=3[C:16]([O:18][CH2:19][CH3:20])=[O:17])[CH:11]=[CH:12][C:7]=2[CH2:6][CH2:5]1.[C:22](O[C:22]([O:24][C:25]([CH3:28])([CH3:27])[CH3:26])=[O:23])([O:24][C:25]([CH3:28])([CH3:27])[CH3:26])=[O:23]. (2) Given the product [OH:27][C:16]([C:15]1[CH:14]=[CH:13][N:12]=[C:11]([O:28][CH3:29])[C:10]=1[CH2:9][OH:8])([CH2:25][CH3:26])[CH2:17][C:18]([O:20][C:21]([CH3:23])([CH3:22])[CH3:24])=[O:19], predict the reactants needed to synthesize it. The reactants are: C([O:8][CH2:9][C:10]1[C:11]([O:28][CH3:29])=[N:12][CH:13]=[CH:14][C:15]=1[C:16]([OH:27])([CH2:25][CH3:26])[CH2:17][C:18]([O:20][C:21]([CH3:24])([CH3:23])[CH3:22])=[O:19])C1C=CC=CC=1. (3) Given the product [C:7]([C:11]1[C:12]([N+:25]([O-:27])=[O:26])=[CH:13][C:14]([OH:24])=[C:15]([C:17]([CH3:23])([CH3:22])[CH2:18][OH:19])[CH:16]=1)([CH3:10])([CH3:8])[CH3:9], predict the reactants needed to synthesize it. The reactants are: [H-].[Al+3].[Li+].[H-].[H-].[H-].[C:7]([C:11]1[C:12]([N+:25]([O-:27])=[O:26])=[CH:13][C:14]([OH:24])=[C:15]([C:17]([CH3:23])([CH3:22])[C:18](OC)=[O:19])[CH:16]=1)([CH3:10])([CH3:9])[CH3:8].Cl. (4) Given the product [Cl:29][C:26]1[CH:27]=[CH:28][C:23]([S:20]([N:19]2[CH:10]3[CH2:9][CH:8]([C:6]([OH:7])=[O:5])[CH2:18][CH:17]2[C:16]2[CH:15]=[N:14][NH:13][C:12]=2[CH2:11]3)(=[O:22])=[O:21])=[CH:24][CH:25]=1, predict the reactants needed to synthesize it. The reactants are: [OH-].[Na+].C([O:5][C:6]([CH:8]1[CH2:18][CH:17]2[N:19]([S:20]([C:23]3[CH:28]=[CH:27][C:26]([Cl:29])=[CH:25][CH:24]=3)(=[O:22])=[O:21])[CH:10]([CH2:11][C:12]3[NH:13][N:14]=[CH:15][C:16]=32)[CH2:9]1)=[O:7])C. (5) Given the product [C:19]1([CH2:18][CH2:17][CH2:16][NH:15][C:6]2[C:7]3[C:12](=[CH:11][CH:10]=[CH:9][CH:8]=3)[CH:13]=[CH:14][C:5]=2[C:3]([OH:4])=[O:2])[CH:24]=[CH:23][CH:22]=[CH:21][CH:20]=1, predict the reactants needed to synthesize it. The reactants are: C[O:2][C:3]([C:5]1[CH:14]=[CH:13][C:12]2[C:7](=[CH:8][CH:9]=[CH:10][CH:11]=2)[C:6]=1[NH:15][CH2:16][CH2:17][CH2:18][C:19]1[CH:24]=[CH:23][CH:22]=[CH:21][CH:20]=1)=[O:4].[OH-].[Na+]. (6) Given the product [CH3:51][N:52]([CH2:46][C:45]1[CH:44]=[C:43]([C:19]2[C:20]3[S:24][CH:23]=[C:22]([C:25]4[CH:26]=[C:27]5[C:31](=[CH:32][CH:33]=4)[N:30]([C:34](=[O:42])[CH2:35][C:36]4[CH:37]=[CH:38][CH:39]=[CH:40][CH:41]=4)[CH2:29][CH2:28]5)[C:21]=3[C:16]([NH2:15])=[N:17][CH:18]=2)[CH:50]=[CH:49][CH:48]=1)[CH3:53], predict the reactants needed to synthesize it. The reactants are: C(O[BH-](OC(=O)C)OC(=O)C)(=O)C.[Na+].[NH2:15][C:16]1[C:21]2[C:22]([C:25]3[CH:26]=[C:27]4[C:31](=[CH:32][CH:33]=3)[N:30]([C:34](=[O:42])[CH2:35][C:36]3[CH:41]=[CH:40][CH:39]=[CH:38][CH:37]=3)[CH2:29][CH2:28]4)=[CH:23][S:24][C:20]=2[C:19]([C:43]2[CH:44]=[C:45]([CH:48]=[CH:49][CH:50]=2)[CH:46]=O)=[CH:18][N:17]=1.[CH3:51][NH:52][CH3:53].C1COCC1.C(O)(=O)C.